Dataset: Peptide-MHC class I binding affinity with 185,985 pairs from IEDB/IMGT. Task: Regression. Given a peptide amino acid sequence and an MHC pseudo amino acid sequence, predict their binding affinity value. This is MHC class I binding data. (1) The peptide sequence is AYHPQQFIY. The MHC is HLA-B45:01 with pseudo-sequence HLA-B45:01. The binding affinity (normalized) is 0. (2) The peptide sequence is YIFATCLGL. The MHC is HLA-A02:01 with pseudo-sequence HLA-A02:01. The binding affinity (normalized) is 0.517. (3) The MHC is HLA-A11:01 with pseudo-sequence HLA-A11:01. The binding affinity (normalized) is 0.529. The peptide sequence is ATKRYPGVMY.